Dataset: Peptide-MHC class II binding affinity with 134,281 pairs from IEDB. Task: Regression. Given a peptide amino acid sequence and an MHC pseudo amino acid sequence, predict their binding affinity value. This is MHC class II binding data. (1) The peptide sequence is INEPIAAAIAYGLDR. The MHC is HLA-DQA10501-DQB10301 with pseudo-sequence HLA-DQA10501-DQB10301. The binding affinity (normalized) is 0.774. (2) The peptide sequence is LRIKSYEDAKSPLTA. The MHC is DRB3_0202 with pseudo-sequence DRB3_0202. The binding affinity (normalized) is 0.365. (3) The binding affinity (normalized) is 0.347. The MHC is DRB1_0401 with pseudo-sequence DRB1_0401. The peptide sequence is YVGHDEFDAFVAYHI. (4) The peptide sequence is IGITDRDFI. The MHC is DRB1_0404 with pseudo-sequence DRB1_0404. The binding affinity (normalized) is 0. (5) The peptide sequence is MSGRKAQGKTLGVNM. The MHC is HLA-DQA10102-DQB10501 with pseudo-sequence HLA-DQA10102-DQB10501. The binding affinity (normalized) is 0. (6) The peptide sequence is NLVIEGPTTCGYLPT. The MHC is DRB1_0301 with pseudo-sequence DRB1_0301. The binding affinity (normalized) is 0.209.